Dataset: Full USPTO retrosynthesis dataset with 1.9M reactions from patents (1976-2016). Task: Predict the reactants needed to synthesize the given product. (1) Given the product [C:16]([NH:20][S:21]([C:24]1[CH:25]=[CH:26][C:27]([CH2:30][NH:15][C:13]2[NH:12][N:11]=[C:10]([NH:9][C:4]3[CH:5]=[C:6]([Cl:8])[CH:7]=[C:2]([Cl:1])[CH:3]=3)[N:14]=2)=[CH:28][CH:29]=1)(=[O:22])=[O:23])([CH3:19])([CH3:18])[CH3:17], predict the reactants needed to synthesize it. The reactants are: [Cl:1][C:2]1[CH:3]=[C:4]([NH:9][C:10]2[N:14]=[C:13]([NH2:15])[NH:12][N:11]=2)[CH:5]=[C:6]([Cl:8])[CH:7]=1.[C:16]([NH:20][S:21]([C:24]1[CH:29]=[CH:28][C:27]([CH:30]=O)=[CH:26][CH:25]=1)(=[O:23])=[O:22])([CH3:19])([CH3:18])[CH3:17].C(O)(=O)C.Cl. (2) Given the product [Br:1][C:2]1[CH:11]=[C:10]2[C:5]([CH:6]=[CH:7][N+:8]([O-:21])=[C:9]2[Cl:12])=[CH:4][CH:3]=1, predict the reactants needed to synthesize it. The reactants are: [Br:1][C:2]1[CH:11]=[C:10]2[C:5]([CH:6]=[CH:7][N:8]=[C:9]2[Cl:12])=[CH:4][CH:3]=1.C1C=C(Cl)C=C(C(OO)=[O:21])C=1. (3) Given the product [CH2:1]([C:3]1[CH:8]=[C:7]([C:9]2[N:13]=[C:12]([C:14]3[CH:19]=[C:18]([CH2:20][CH:21]([CH3:23])[CH3:22])[CH:17]=[C:16]([CH3:24])[N:15]=3)[O:11][N:10]=2)[CH:6]=[C:5]([CH3:25])[C:4]=1[O:26][CH2:28][C@@H:29]([OH:32])[CH2:30][OH:31])[CH3:2], predict the reactants needed to synthesize it. The reactants are: [CH2:1]([C:3]1[CH:8]=[C:7]([C:9]2[N:13]=[C:12]([C:14]3[CH:19]=[C:18]([CH2:20][CH:21]([CH3:23])[CH3:22])[CH:17]=[C:16]([CH3:24])[N:15]=3)[O:11][N:10]=2)[CH:6]=[C:5]([CH3:25])[C:4]=1[OH:26])[CH3:2].Cl[CH2:28][C@@H:29]([OH:32])[CH2:30][OH:31].